This data is from Catalyst prediction with 721,799 reactions and 888 catalyst types from USPTO. The task is: Predict which catalyst facilitates the given reaction. (1) Reactant: [O:1]1[C:5]2[CH:6]=[CH:7][C:8]([N:10](C(OCC(Cl)(Cl)Cl)=O)[NH:11][C:12](OCC(Cl)(Cl)Cl)=O)=[CH:9][C:4]=2[CH2:3][CH2:2]1.CO.[C:30]([O-:33])(=O)[CH3:31].[NH4+].[C:35](OCC)(=O)CC(C)=O. Product: [O:1]1[C:5]2[CH:6]=[CH:7][C:8]([N:10]3[C:30](=[O:33])[CH2:31][C:12]([CH3:35])=[N:11]3)=[CH:9][C:4]=2[CH2:3][CH2:2]1. The catalyst class is: 490. (2) Reactant: [Br:1][C:2]1[C:11]2[C:6](=[C:7]([NH:28][C:29]3[CH:34]=[CH:33][CH:32]=[CH:31][CH:30]=3)[C:8]([O:15][CH2:16][CH:17]([O:24]C(=O)C)[CH2:18][N:19]3[CH2:23][CH2:22][CH2:21][CH2:20]3)=[C:9]([O:13][CH3:14])[C:10]=2[OH:12])[N:5]=[C:4]([F:35])[N:3]=1.N. Product: [Br:1][C:2]1[C:11]2[C:6](=[C:7]([NH:28][C:29]3[CH:30]=[CH:31][CH:32]=[CH:33][CH:34]=3)[C:8]([O:15][CH2:16][CH:17]([OH:24])[CH2:18][N:19]3[CH2:23][CH2:22][CH2:21][CH2:20]3)=[C:9]([O:13][CH3:14])[C:10]=2[OH:12])[N:5]=[C:4]([F:35])[N:3]=1. The catalyst class is: 5.